From a dataset of Catalyst prediction with 721,799 reactions and 888 catalyst types from USPTO. Predict which catalyst facilitates the given reaction. (1) Reactant: [Br:1][C:2]1[CH:18]=[CH:17][C:5]2[C:6](Cl)=[N:7][C:8]3[C:13]([C:4]=2[CH:3]=1)=[C:12]([Cl:14])[N:11]=[C:10]([CH3:15])[CH:9]=3.CCN(CC)CC.[NH2:26][CH2:27][C:28]1[CH:33]=[CH:32][CH:31]=[CH:30][N:29]=1. Product: [Br:1][C:2]1[CH:18]=[CH:17][C:5]2[C:6]([NH:26][CH2:27][C:28]3[CH:33]=[CH:32][CH:31]=[CH:30][N:29]=3)=[N:7][C:8]3[C:13]([C:4]=2[CH:3]=1)=[C:12]([Cl:14])[N:11]=[C:10]([CH3:15])[CH:9]=3. The catalyst class is: 12. (2) The catalyst class is: 5. Reactant: [CH:1]1([NH:7][C:8]([CH:10]2[CH2:14][CH2:13][CH2:12][NH:11]2)=[O:9])[CH2:6][CH2:5][CH2:4][CH2:3][CH2:2]1.[O:15]1[C:17]([CH3:19])([CH3:18])[CH2:16]1.C(N(CC)CC)C. Product: [CH:1]1([NH:7][C:8]([CH:10]2[CH2:14][CH2:13][CH2:12][N:11]2[CH2:16][C:17]([OH:15])([CH3:19])[CH3:18])=[O:9])[CH2:2][CH2:3][CH2:4][CH2:5][CH2:6]1. (3) Reactant: [Cl:1][C:2]1[CH:10]=[CH:9][C:8]([N:11]([CH3:20])[S:12]([C:15]2[S:16][CH:17]=[CH:18][CH:19]=2)(=[O:14])=[O:13])=[C:7]2[C:3]=1[CH:4]=[C:5]([C:21]([NH2:23])=O)[NH:6]2.COC1C=CC(P2(SP(C3C=CC(OC)=CC=3)(=S)S2)=[S:33])=CC=1. Product: [Cl:1][C:2]1[CH:10]=[CH:9][C:8]([N:11]([CH3:20])[S:12]([C:15]2[S:16][CH:17]=[CH:18][CH:19]=2)(=[O:14])=[O:13])=[C:7]2[C:3]=1[CH:4]=[C:5]([C:21](=[S:33])[NH2:23])[NH:6]2. The catalyst class is: 7. (4) Reactant: [Na].[O-]CC.[Na+].O=[C:7]1[CH2:14][CH2:13][C:10]2([CH2:12][CH2:11]2)[CH2:9][CH:8]1[C:15]([O:17]CC)=O.[Cl:20][C:21]1[CH:26]=[CH:25][C:24]([N:27]2[CH2:32][CH2:31][N:30]([CH2:33][CH2:34][CH2:35][C:36](=[NH:38])[NH2:37])[CH2:29][CH2:28]2)=[CH:23][CH:22]=1. Product: [Cl:20][C:21]1[CH:22]=[CH:23][C:24]([N:27]2[CH2:32][CH2:31][N:30]([CH2:33][CH2:34][CH2:35][C:36]3[NH:38][C:15](=[O:17])[C:8]4[CH2:9][C:10]5([CH2:11][CH2:12]5)[CH2:13][CH2:14][C:7]=4[N:37]=3)[CH2:29][CH2:28]2)=[CH:25][CH:26]=1. The catalyst class is: 97. (5) Reactant: C([O:8][C:9]1[N:14]=[CH:13][C:12]([NH:15][C:16]2[CH:25]=[CH:24][C:23]([CH:26]3[CH2:28][CH2:27]3)=[CH:22][C:17]=2[C:18]([O:20]C)=[O:19])=[CH:11][C:10]=1[C:29]1[CH:34]=[CH:33][CH:32]=[CH:31][CH:30]=1)C1C=CC=CC=1. Product: [CH:26]1([C:23]2[CH:24]=[CH:25][C:16]([NH:15][C:12]3[CH:13]=[N:14][C:9]([OH:8])=[C:10]([C:29]4[CH:30]=[CH:31][CH:32]=[CH:33][CH:34]=4)[CH:11]=3)=[C:17]([CH:22]=2)[C:18]([OH:20])=[O:19])[CH2:27][CH2:28]1. The catalyst class is: 67. (6) Reactant: C([O:5][C:6]([CH:8]1[CH2:13][CH2:12][N:11]([C:14]2[C:24]([C:25]#[N:26])=[CH:23][C:17]([C:18]([O:20][CH2:21][CH3:22])=[O:19])=[C:16]([CH2:27][N:28]3[CH2:32][CH2:31][CH2:30][C:29]3=[O:33])[N:15]=2)[CH2:10][CH2:9]1)=[O:7])(C)(C)C.FC(F)(F)C(O)=O. Product: [C:25]([C:24]1[C:14]([N:11]2[CH2:12][CH2:13][CH:8]([C:6]([OH:7])=[O:5])[CH2:9][CH2:10]2)=[N:15][C:16]([CH2:27][N:28]2[CH2:32][CH2:31][CH2:30][C:29]2=[O:33])=[C:17]([C:18]([O:20][CH2:21][CH3:22])=[O:19])[CH:23]=1)#[N:26]. The catalyst class is: 2. (7) Reactant: [CH:1]12[CH2:9][CH2:8][CH:5]([CH2:6][CH2:7]1)[CH2:4][N:3]([C:10]([CH:12]1[CH2:15][C:14]([C:17]3[CH:22]=[CH:21][C:20]([CH2:23][N:24]4[CH2:28][CH2:27][CH2:26][CH2:25]4)=[C:19]([F:29])[CH:18]=3)(O)[CH2:13]1)=[O:11])[CH2:2]2.[F:30][C:31]([F:36])([F:35])[C:32]([OH:34])=[O:33]. Product: [F:30][C:31]([F:36])([F:35])[C:32]([OH:34])=[O:33].[CH:5]12[CH2:8][CH2:9][CH:1]([CH2:7][CH2:6]1)[CH2:2][N:3]([C:10]([CH:12]1[CH2:15][C:14]([C:17]3[CH:22]=[CH:21][C:20]([CH2:23][N:24]4[CH2:25][CH2:26][CH2:27][CH2:28]4)=[C:19]([F:29])[CH:18]=3)=[CH:13]1)=[O:11])[CH2:4]2. The catalyst class is: 26. (8) Reactant: [Cl:1][C:2]1[C:3]([CH2:8][NH:9][C:10]([CH:12]2[CH2:20][CH2:19][CH:18]3[N:14]([C:15](=[O:23])[C:16]([CH3:22])([CH3:21])[CH2:17]3)[CH2:13]2)=O)=[N:4][CH:5]=[CH:6][N:7]=1.P(Cl)(Cl)(Cl)(Cl)Cl. Product: [Cl:1][C:2]1[C:3]2[N:4]([C:10]([CH:12]3[CH2:20][CH2:19][CH:18]4[N:14]([C:15](=[O:23])[C:16]([CH3:22])([CH3:21])[CH2:17]4)[CH2:13]3)=[N:9][CH:8]=2)[CH:5]=[CH:6][N:7]=1. The catalyst class is: 23. (9) Reactant: [Cl:1][CH2:2][CH2:3][CH2:4][S:5](Cl)(=[O:7])=[O:6].[CH3:9][N:10]1[CH2:15][CH2:14][NH:13][CH2:12][CH2:11]1.CCN(CC)CC. Product: [Cl:1][CH2:2][CH2:3][CH2:4][S:5]([N:13]1[CH2:14][CH2:15][N:10]([CH3:9])[CH2:11][CH2:12]1)(=[O:7])=[O:6]. The catalyst class is: 2. (10) Reactant: [C:1]([O:5][C:6]([NH:8][C:9]1[CH:18]=[CH:17][C:16]([O:19][C:20]2[CH:25]=[CH:24][C:23]([N+:26]([O-:28])=[O:27])=[CH:22][CH:21]=2)=[CH:15][C:10]=1[C:11]([O:13][CH3:14])=[O:12])=[O:7])([CH3:4])([CH3:3])[CH3:2].[H-].[Na+].[CH3:31]I. Product: [C:1]([O:5][C:6]([N:8]([CH3:31])[C:9]1[CH:18]=[CH:17][C:16]([O:19][C:20]2[CH:21]=[CH:22][C:23]([N+:26]([O-:28])=[O:27])=[CH:24][CH:25]=2)=[CH:15][C:10]=1[C:11]([O:13][CH3:14])=[O:12])=[O:7])([CH3:4])([CH3:2])[CH3:3]. The catalyst class is: 3.